This data is from Catalyst prediction with 721,799 reactions and 888 catalyst types from USPTO. The task is: Predict which catalyst facilitates the given reaction. Reactant: [CH3:1][O:2][C:3]1[CH:8]=[CH:7][C:6]([O:9][CH3:10])=[CH:5][C:4]=1[C:11]1[S:19][C:18]2[C:17](=[O:20])[N:16]([CH:21]3[CH2:26][CH2:25][N:24](C(OC(C)(C)C)=O)[CH2:23][CH2:22]3)[C:15](=[O:34])[N:14]([CH2:35][C:36]3[N:37]=[N:38][N:39]([CH2:41][CH3:42])[N:40]=3)[C:13]=2[CH:12]=1.[ClH:43]. Product: [ClH:43].[CH3:1][O:2][C:3]1[CH:8]=[CH:7][C:6]([O:9][CH3:10])=[CH:5][C:4]=1[C:11]1[S:19][C:18]2[C:17](=[O:20])[N:16]([CH:21]3[CH2:26][CH2:25][NH:24][CH2:23][CH2:22]3)[C:15](=[O:34])[N:14]([CH2:35][C:36]3[N:37]=[N:38][N:39]([CH2:41][CH3:42])[N:40]=3)[C:13]=2[CH:12]=1. The catalyst class is: 12.